This data is from Reaction yield outcomes from USPTO patents with 853,638 reactions. The task is: Predict the reaction yield, written as a fraction of the theoretical maximum amount of product (1.0 means a 100% yield; for example, 0.34 means a 34% yield). (1) The product is [CH3:21][C:16]([CH3:22])([CH2:15][C:14]([C:11]1[CH:12]=[CH:13][C:8]([C:5]2[CH:4]=[CH:3][C:2]([NH:1][C:32]3[O:33][C:29]4[CH:28]=[CH:27][CH:26]=[C:25]([CH3:24])[C:30]=4[N:31]=3)=[CH:7][CH:6]=2)=[CH:9][CH:10]=1)=[O:23])[C:17]([OH:19])=[O:18]. The catalyst is ClC(Cl)C.CO. The yield is 0.321. The reactants are [NH2:1][C:2]1[CH:7]=[CH:6][C:5]([C:8]2[CH:13]=[CH:12][C:11]([C:14](=[O:23])[CH2:15][C:16]([CH3:22])([CH3:21])[C:17]([O:19]C)=[O:18])=[CH:10][CH:9]=2)=[CH:4][CH:3]=1.[CH3:24][C:25]1[C:30]2[N:31]=[C:32](S(C)(=O)=O)[O:33][C:29]=2[CH:28]=[CH:27][CH:26]=1.[OH-].[Na+].Cl. (2) The yield is 0.800. The catalyst is O1CCOCC1. The product is [Cl:27][C:22]1[CH:23]=[C:24]([O:4][CH:3]([C:5]2[CH:6]=[CH:7][C:8]([C:11]3[CH:12]=[CH:13][N:14]=[CH:15][CH:16]=3)=[CH:9][CH:10]=2)[C:2]([F:1])([F:17])[F:18])[N:25]=[C:20]([NH2:19])[N:21]=1. The reactants are [F:1][C:2]([F:18])([F:17])[CH:3]([C:5]1[CH:10]=[CH:9][C:8]([C:11]2[CH:16]=[CH:15][N:14]=[CH:13][CH:12]=2)=[CH:7][CH:6]=1)[OH:4].[NH2:19][C:20]1[N:25]=[C:24](Cl)[CH:23]=[C:22]([Cl:27])[N:21]=1.C(=O)([O-])[O-].[Cs+].[Cs+].C(OCC)(=O)C. (3) The reactants are O=P(Cl)(Cl)Cl.C([O:9][C:10]1[C:19]([S:20]([OH:23])(=[O:22])=O)=[CH:18][C:17]2[C:12](=[CH:13][CH:14]=[C:15]([S:24]([OH:27])(=[O:26])=O)[CH:16]=2)[CH:11]=1)(=O)C.[NH2:28][C:29]1[CH:37]=[CH:36][C:32]([C:33]([OH:35])=[O:34])=[CH:31][CH:30]=1.OS(O)(=O)=O. The catalyst is C(#N)C.O. The product is [C:33]([C:32]1[CH:36]=[CH:37][C:29]([NH:28][S:20]([C:19]2[C:10]([OH:9])=[CH:11][C:12]3[C:17]([CH:18]=2)=[CH:16][C:15]([S:24](=[O:27])(=[O:26])[NH:28][C:29]2[CH:37]=[CH:36][C:32]([C:33]([OH:35])=[O:34])=[CH:31][CH:30]=2)=[CH:14][CH:13]=3)(=[O:22])=[O:23])=[CH:30][CH:31]=1)([OH:35])=[O:34]. The yield is 0.530. (4) The reactants are [Cl:1][C:2]1[C:7]([O:8][CH3:9])=[CH:6][C:5]([O:10][CH3:11])=[C:4]([Cl:12])[C:3]=1[N:13]1[CH2:22][C:21]2[C:16](=[N:17][C:18]([NH:23][C:24]3[C:29]([N+:30]([O-])=O)=[CH:28][CH:27]=[CH:26][C:25]=3[CH3:33])=[N:19][CH:20]=2)[N:15]([CH3:34])[C:14]1=[O:35].[Cl-].[NH4+]. The catalyst is C(O)C.O.[Fe]. The product is [NH2:30][C:29]1[CH:28]=[CH:27][CH:26]=[C:25]([CH3:33])[C:24]=1[NH:23][C:18]1[N:17]=[C:16]2[N:15]([CH3:34])[C:14](=[O:35])[N:13]([C:3]3[C:2]([Cl:1])=[C:7]([O:8][CH3:9])[CH:6]=[C:5]([O:10][CH3:11])[C:4]=3[Cl:12])[CH2:22][C:21]2=[CH:20][N:19]=1. The yield is 0.100. (5) The reactants are [CH3:1][O:2][C:3]1[CH:4]=[C:5]2[C:10](=[CH:11][C:12]=1[O:13][CH3:14])[N:9]=[CH:8][N:7]=[C:6]2[O:15][C:16]1[CH:22]=[CH:21][C:19]([NH2:20])=[C:18]([CH3:23])[C:17]=1[CH3:24].C1(C)C=CC=CC=1.C(N(CC)CC)C.ClC(Cl)(O[C:43](=[O:49])[O:44][C:45](Cl)(Cl)Cl)Cl.[F:51][C:52]1[CH:62]=[CH:61][CH:60]=[CH:59][C:53]=1[O:54][CH2:55][CH2:56]CO. The catalyst is C(Cl)Cl. The product is [CH3:1][O:2][C:3]1[CH:4]=[C:5]2[C:10](=[CH:11][C:12]=1[O:13][CH3:14])[N:9]=[CH:8][N:7]=[C:6]2[O:15][C:16]1[CH:22]=[CH:21][C:19]([NH:20][C:43](=[O:49])[O:44][CH2:45][CH2:56][CH2:55][O:54][C:53]2[CH:59]=[CH:60][CH:61]=[CH:62][C:52]=2[F:51])=[C:18]([CH3:23])[C:17]=1[CH3:24]. The yield is 0.460. (6) The reactants are [CH3:1][C:2]1([CH3:66])[C@@H:5]([C:6]([O:8][C@H:9]2[CH2:26][CH2:25][C@@:24]3([CH3:27])[C@@H:11]([CH2:12][CH2:13][C@:14]4([CH3:53])[C@@H:23]3[CH2:22][CH2:21][C@H:20]3[C@@:15]4([CH3:52])[CH2:16][CH2:17][C@@:18]4([C:34]([N:36]5[CH2:40][CH2:39][CH2:38][C@H:37]5[C:41]5[NH:42][C:43]([C:46]6[CH:51]=[CH:50][CH:49]=[CH:48][CH:47]=6)=[CH:44][N:45]=5)=[O:35])[CH2:30][CH2:29][C@@H:28]([CH:31]([CH3:33])[CH3:32])[C@@H:19]43)[C:10]2([CH3:55])[CH3:54])=[O:7])[CH2:4][C@H:3]1[C:56]([O:58]CC1C=CC=CC=1)=[O:57]. The catalyst is C(OCC)(=O)C.CC(C)(CC(=O)O[C@H]1CC[C@@]2(C)[C@@H](CC[C@]3(C)[C@@H]2CC[C@H]2[C@@]3(C)CC[C@@]3(C(N4CCC[C@H]4C4NC(C5C=CC=CC=5)=CN=4)=O)CC[C@@H](C4(C)CC4)[C@@H]32)C1(C)C)C(O)=O.[Pd]. The product is [CH:31]([C@H:28]1[C@@H:19]2[C@@H:20]3[C@@:15]([CH3:52])([CH2:16][CH2:17][C@@:18]2([C:34]([N:36]2[CH2:40][CH2:39][CH2:38][C@H:37]2[C:41]2[NH:42][C:43]([C:46]4[CH:47]=[CH:48][CH:49]=[CH:50][CH:51]=4)=[CH:44][N:45]=2)=[O:35])[CH2:30][CH2:29]1)[C@@:14]1([CH3:53])[C@@H:23]([C@:24]2([CH3:27])[C@@H:11]([CH2:12][CH2:13]1)[C:10]([CH3:54])([CH3:55])[C@@H:9]([O:8][C:6]([C@H:5]1[CH2:4][C@@H:3]([C:56]([OH:58])=[O:57])[C:2]1([CH3:1])[CH3:66])=[O:7])[CH2:26][CH2:25]2)[CH2:22][CH2:21]3)([CH3:33])[CH3:32]. The yield is 0.820. (7) The reactants are [NH2:1][C:2]1[CH:3]=[C:4]([C:8]2[CH:17]=[CH:16][C:15]3[N:14]=[CH:13][C:12]4[N:18]([CH3:32])[N:19]=[C:20]([C:21]5[CH:26]=[CH:25][C:24]([C:27]([CH3:31])([CH3:30])[C:28]#[N:29])=[CH:23][CH:22]=5)[C:11]=4[C:10]=3[CH:9]=2)[CH:5]=[N:6][CH:7]=1.[CH3:33][S:34](Cl)(=[O:36])=[O:35]. The catalyst is C(Cl)Cl. The product is [C:28]([C:27]([C:24]1[CH:23]=[CH:22][C:21]([C:20]2[C:11]3[C:10]4[CH:9]=[C:8]([C:4]5[CH:3]=[C:2]([NH:1][S:34]([CH3:33])(=[O:36])=[O:35])[CH:7]=[N:6][CH:5]=5)[CH:17]=[CH:16][C:15]=4[N:14]=[CH:13][C:12]=3[N:18]([CH3:32])[N:19]=2)=[CH:26][CH:25]=1)([CH3:30])[CH3:31])#[N:29]. The yield is 0.700. (8) The reactants are CN(C(ON1N=NC2C=CC=NC1=2)=[N+](C)C)C.F[P-](F)(F)(F)(F)F.CCN(C(C)C)C(C)C.[CH2:34]([O:41][N:42]1[C:48](=[O:49])[N:47]2[CH2:50][C@H:43]1[CH2:44][CH2:45][C@H:46]2[C:51]([OH:53])=O)[C:35]1[CH:40]=[CH:39][CH:38]=[CH:37][CH:36]=1.[NH:54]([C:56](=[O:70])[CH2:57][CH:58]1[CH2:61][CH:60]([NH:62][C:63](=[O:69])[O:64][C:65]([CH3:68])([CH3:67])[CH3:66])[CH2:59]1)[NH2:55]. The catalyst is CN(C=O)C. The product is [CH2:34]([O:41][N:42]1[C:48](=[O:49])[N:47]2[CH2:50][C@H:43]1[CH2:44][CH2:45][C@H:46]2[C:51]([NH:55][NH:54][C:56](=[O:70])[CH2:57][CH:58]1[CH2:61][CH:60]([NH:62][C:63](=[O:69])[O:64][C:65]([CH3:66])([CH3:67])[CH3:68])[CH2:59]1)=[O:53])[C:35]1[CH:36]=[CH:37][CH:38]=[CH:39][CH:40]=1. The yield is 0.880. (9) The reactants are CN(CCN(C)C)C.F.[C:10]([O:13][C@@H:14]1[C@@H:18]([CH2:19][O:20][Si](OC(C2C=CC=CC=2)C2C=CC=CC=2)(O[Si](C)(C)C)O[Si](C)(C)C)[O:17][C@@H:16]([N:46]2[CH:53]=[CH:52][C:50](=[O:51])[NH:49][C:47]2=[O:48])[CH2:15]1)(=[O:12])[CH3:11]. The catalyst is C(#N)C. The product is [C:10]([O:13][C@@H:14]1[C@@H:18]([CH2:19][OH:20])[O:17][C@@H:16]([N:46]2[CH:53]=[CH:52][C:50](=[O:51])[NH:49][C:47]2=[O:48])[CH2:15]1)(=[O:12])[CH3:11]. The yield is 0.840. (10) The reactants are [CH3:1][O:2][CH:3]([C:7]1[CH:12]=[CH:11][C:10]([CH3:13])=[CH:9][CH:8]=1)[CH2:4][CH2:5]Cl.[CH3:14][CH:15]([CH3:31])[C:16]([NH:18][C:19]1[CH:24]=[CH:23][CH:22]=[C:21]([CH:25]2[CH2:30][CH2:29][NH:28][CH2:27][CH2:26]2)[CH:20]=1)=[O:17].C(N(C(C)C)CC)(C)C.N. The catalyst is [I-].C([N+](CCCC)(CCCC)CCCC)CCC.O1CCOCC1.C(Cl)(Cl)Cl. The product is [CH3:1][O:2][CH:3]([C:7]1[CH:12]=[CH:11][C:10]([CH3:13])=[CH:9][CH:8]=1)[CH2:4][CH2:5][N:28]1[CH2:29][CH2:30][CH:25]([C:21]2[CH:20]=[C:19]([NH:18][C:16](=[O:17])[CH:15]([CH3:14])[CH3:31])[CH:24]=[CH:23][CH:22]=2)[CH2:26][CH2:27]1. The yield is 0.212.